This data is from Microsomal clearance measurements from AstraZeneca. The task is: Regression/Classification. Given a drug SMILES string, predict its absorption, distribution, metabolism, or excretion properties. Task type varies by dataset: regression for continuous measurements (e.g., permeability, clearance, half-life) or binary classification for categorical outcomes (e.g., BBB penetration, CYP inhibition). For this dataset (clearance_microsome_az), we predict log10(clearance) (log10 of the in vitro intrinsic clearance, CLint, in uL/min per mg of human liver microsomal protein, equivalently mL/min/g; values are censored to the assay range of 3 to 150, which is 0.477 to 2.18 on this log10 scale). (1) The compound is C[C@]12Cc3cnn(-c4ccc(F)cc4)c3C=C1CC[C@@]2(O)CCc1ccc(F)cc1C(N)=O. The log10(clearance) is 2.02. (2) The molecule is Cn1c(-c2ccccc2C(F)(F)F)nnc1C12CCC(c3noc(-c4ccc(F)cc4)n3)(CC1)CC2. The log10(clearance) is 0.480.